Task: Predict which catalyst facilitates the given reaction.. Dataset: Catalyst prediction with 721,799 reactions and 888 catalyst types from USPTO (1) Reactant: [Br:1][C:2]1[CH:10]=[CH:9][CH:8]=[C:7]2[C:3]=1[CH:4]=[N:5][NH:6]2.[CH2:11]([O:18][C:19]1[CH:24]=[CH:23][C:22](B(O)O)=[CH:21][C:20]=1[F:28])[C:12]1[CH:17]=[CH:16][CH:15]=[CH:14][CH:13]=1.N1C=CC=CC=1. Product: [Br:1][C:2]1[CH:10]=[CH:9][CH:8]=[C:7]2[C:3]=1[CH:4]=[N:5][N:6]2[C:22]1[CH:23]=[CH:24][C:19]([O:18][CH2:11][C:12]2[CH:13]=[CH:14][CH:15]=[CH:16][CH:17]=2)=[C:20]([F:28])[CH:21]=1. The catalyst class is: 221. (2) Reactant: [F:1][C:2]1[CH:7]=[CH:6][C:5]([C:8]([CH3:13])([CH3:12])[CH2:9][CH:10]=[O:11])=[C:4]([O:14][CH3:15])[CH:3]=1.C[Si](C)(C)[C:18]([F:21])([F:20])[F:19].[F-].C([N+](CCCC)(CCCC)CCCC)CCC. Product: [F:19][C:18]([F:21])([F:20])[CH:10]([OH:11])[CH2:9][C:8]([C:5]1[CH:6]=[CH:7][C:2]([F:1])=[CH:3][C:4]=1[O:14][CH3:15])([CH3:12])[CH3:13]. The catalyst class is: 30. (3) Reactant: [Cl:1][C:2]([F:26])([F:25])[C:3]([F:24])([F:23])[C:4]([NH:6][C:7]1[C:12]([N+:13]([O-:15])=[O:14])=[CH:11][C:10]([C:16]([F:19])([F:18])[F:17])=[CH:9][C:8]=1[N+:20]([O-:22])=[O:21])=O.P(Cl)(Cl)(Cl)(Cl)[Cl:28].C(=O)([O-])O.[Na+]. Product: [Cl:1][C:2]([F:26])([F:25])[C:3]([F:24])([F:23])[C:4]([Cl:28])=[N:6][C:7]1[C:12]([N+:13]([O-:15])=[O:14])=[CH:11][C:10]([C:16]([F:19])([F:18])[F:17])=[CH:9][C:8]=1[N+:20]([O-:22])=[O:21]. The catalyst class is: 11. (4) Reactant: [CH3:1][C:2]1([CH3:12])[CH2:6][C:5]2[CH:7]=[CH:8][CH:9]=[C:10]([OH:11])[C:4]=2[O:3]1.N1C=CC=CC=1.[S:19](O[S:19]([C:22]([F:25])([F:24])[F:23])(=[O:21])=[O:20])([C:22]([F:25])([F:24])[F:23])(=[O:21])=[O:20]. Product: [F:23][C:22]([F:25])([F:24])[S:19]([O:11][C:10]1[C:4]2[O:3][C:2]([CH3:12])([CH3:1])[CH2:6][C:5]=2[CH:7]=[CH:8][CH:9]=1)(=[O:21])=[O:20]. The catalyst class is: 2. (5) Reactant: [C:1]([CH:3]1[CH2:8][CH2:7][N:6]([C:9]([O:11][CH2:12][CH2:13][CH2:14][CH3:15])=[O:10])[CH2:5][CH2:4]1)#[N:2].F[C:17]1[CH:22]=[C:21](C)[CH:20]=[CH:19][N:18]=1.C[Si]([N-][Si](C)(C)C)(C)C.[Na+].[Cl-].[NH4+]. Product: [C:1]([C:3]1([C:17]2[CH:22]=[CH:21][CH:20]=[CH:19][N:18]=2)[CH2:8][CH2:7][N:6]([C:9]([O:11][CH2:12][CH2:13][CH2:14][CH3:15])=[O:10])[CH2:5][CH2:4]1)#[N:2]. The catalyst class is: 1. (6) The catalyst class is: 14. Reactant: [CH2:1]([N:8]1[C:13](=[O:14])[C:12]2[C:15]([CH3:18])=[N:16][O:17][C:11]=2[N:10]=[C:9]1[CH:19](Br)[CH2:20][CH3:21])[C:2]1[CH:7]=[CH:6][CH:5]=[CH:4][CH:3]=1.[NH2:23][CH2:24][CH2:25][C:26]#[N:27]. Product: [CH2:1]([N:8]1[C:13](=[O:14])[C:12]2[C:15]([CH3:18])=[N:16][O:17][C:11]=2[N:10]=[C:9]1[CH:19]([NH:27][CH2:26][CH2:25][C:24]#[N:23])[CH2:20][CH3:21])[C:2]1[CH:7]=[CH:6][CH:5]=[CH:4][CH:3]=1. (7) Reactant: [Cl:1][C:2]1[CH:15]=[CH:14][C:5]([CH2:6][NH:7]C(=O)C(F)(F)F)=[CH:4][C:3]=1[C:16]1[NH:20][C:19](=[O:21])[N:18]([C:22]2[CH:27]=[CH:26][C:25]([N+:28]([O-:30])=[O:29])=[C:24]([O:31][CH3:32])[CH:23]=2)[N:17]=1. Product: [NH2:7][CH2:6][C:5]1[CH:14]=[CH:15][C:2]([Cl:1])=[C:3]([C:16]2[NH:20][C:19](=[O:21])[N:18]([C:22]3[CH:27]=[CH:26][C:25]([N+:28]([O-:30])=[O:29])=[C:24]([O:31][CH3:32])[CH:23]=3)[N:17]=2)[CH:4]=1. The catalyst class is: 500. (8) Reactant: [CH3:1][N:2]1[CH2:24][CH2:23][C:5]2[N:6]=[C:7]([N:10]3[CH2:14][CH2:13][C@@H:12]([NH:15]C(=O)OC(C)(C)C)[CH2:11]3)[N:8]=[CH:9][C:4]=2[CH2:3]1.[ClH:25]. Product: [ClH:25].[ClH:25].[ClH:25].[CH3:1][N:2]1[CH2:24][CH2:23][C:5]2[N:6]=[C:7]([N:10]3[CH2:14][CH2:13][C@@H:12]([NH2:15])[CH2:11]3)[N:8]=[CH:9][C:4]=2[CH2:3]1. The catalyst class is: 71. (9) Reactant: [CH3:1][N:2]([CH3:16])[C:3]([N:5]1[CH2:10][CH2:9][CH:8]([C:11]([O:13]CC)=[O:12])[CH2:7][CH2:6]1)=[O:4].O.[OH-].[Li+]. Product: [CH3:1][N:2]([CH3:16])[C:3]([N:5]1[CH2:10][CH2:9][CH:8]([C:11]([OH:13])=[O:12])[CH2:7][CH2:6]1)=[O:4]. The catalyst class is: 24.